This data is from Full USPTO retrosynthesis dataset with 1.9M reactions from patents (1976-2016). The task is: Predict the reactants needed to synthesize the given product. Given the product [CH3:1][C:2]1[N:3]=[C:4]([NH:7][C:9]2[N:14]=[C:13]([O:15][C:16]3[CH:21]=[CH:20][CH:19]=[CH:18][CH:17]=3)[CH:12]=[CH:11][N:10]=2)[S:5][CH:6]=1, predict the reactants needed to synthesize it. The reactants are: [CH3:1][C:2]1[N:3]=[C:4]([NH2:7])[S:5][CH:6]=1.Cl[C:9]1[N:14]=[C:13]([O:15][C:16]2[CH:21]=[CH:20][CH:19]=[CH:18][CH:17]=2)[CH:12]=[CH:11][N:10]=1.P([O-])([O-])([O-])=O.[K+].[K+].[K+].C1(P(C2C=CC=CC=2)C2C3OC4C(=CC=CC=4P(C4C=CC=CC=4)C4C=CC=CC=4)C(C)(C)C=3C=CC=2)C=CC=CC=1.